Predict the reactants needed to synthesize the given product. From a dataset of Full USPTO retrosynthesis dataset with 1.9M reactions from patents (1976-2016). (1) Given the product [CH2:1]([NH:3][C:4]1[N:14]=[C:13]([C:15]([F:18])([F:16])[F:17])[CH:12]=[CH:11][C:5]=1[C:6]([OH:8])=[O:7])[CH3:2], predict the reactants needed to synthesize it. The reactants are: [CH2:1]([NH:3][C:4]1[N:14]=[C:13]([C:15]([F:18])([F:17])[F:16])[CH:12]=[CH:11][C:5]=1[C:6]([O:8]CC)=[O:7])[CH3:2].[OH-].[Na+]. (2) Given the product [CH2:26]([N:28]1[C:37]2[CH:36]=[CH:35][C:34](/[CH:52]=[CH:51]/[C:50]([O:54][CH3:55])=[O:53])=[CH:33][C:32]=2[C:31]2=[N:39][N:40]([CH:43]3[CH2:48][CH2:47][CH2:46][CH2:45][O:44]3)[C:41]([CH3:42])=[C:30]2[C:29]1=[O:49])[CH3:27], predict the reactants needed to synthesize it. The reactants are: C([O-])([O-])=O.[K+].[K+].C1(P(C2C=CC=CC=2)C2C=CC=CC=2)C=CC=CC=1.[CH2:26]([N:28]1[C:37]2[CH:36]=[CH:35][C:34](I)=[CH:33][C:32]=2[C:31]2=[N:39][N:40]([CH:43]3[CH2:48][CH2:47][CH2:46][CH2:45][O:44]3)[C:41]([CH3:42])=[C:30]2[C:29]1=[O:49])[CH3:27].[C:50]([O:54][CH3:55])(=[O:53])[CH:51]=[CH2:52].